This data is from Catalyst prediction with 721,799 reactions and 888 catalyst types from USPTO. The task is: Predict which catalyst facilitates the given reaction. (1) Product: [OH:7][C:8]1[CH:17]=[CH:16][C:15]2[C:10](=[CH:11][CH:12]=[C:13]([O:4][CH3:5])[CH:14]=2)[CH:9]=1.[C:9]1([OH:2])[C:10]2[C:15](=[CH:14][CH:13]=[CH:12][CH:11]=2)[CH:16]=[CH:17][CH:8]=1. The catalyst class is: 24. Reactant: S([O-])([O:4][CH3:5])(=O)=[O:2].[OH:7][C:8]1[CH:17]=[CH:16][C:15]2[C:10](=[CH:11][CH:12]=[C:13](O)[CH:14]=2)[CH:9]=1. (2) The catalyst class is: 198. Product: [Br:1][C:2]1[CH:7]=[CH:6][C:5]([O:8][CH2:12][CH2:11][CH2:10][Br:9])=[CH:4][CH:3]=1. Reactant: [Br:1][C:2]1[CH:7]=[CH:6][C:5]([OH:8])=[CH:4][CH:3]=1.[Br:9][CH2:10][CH2:11][CH2:12]Br.C(=O)([O-])[O-].[K+].[K+].O. (3) Product: [CH3:1][C:2]1[N:7]=[CH:6][C:5]([C:24]2[C:25]3[C:30](=[CH:29][CH:28]=[C:27]([Br:31])[CH:26]=3)[C:21]([CH3:33])([CH3:20])[CH2:22][CH:23]=2)=[CH:4][CH:3]=1. Reactant: [CH3:1][C:2]1[N:7]=[CH:6][C:5](Br)=[CH:4][CH:3]=1.[Li]CCCC.CCCCCC.[CH3:20][C:21]1([CH3:33])[C:30]2[C:25](=[CH:26][C:27]([Br:31])=[CH:28][CH:29]=2)[C:24](=O)[CH2:23][CH2:22]1.CC1C=CC(S(O)(=O)=O)=CC=1. The catalyst class is: 56. (4) Reactant: FC(F)(F)C(O)=O.[F:8][C:9]1[CH:10]=[C:11]([CH:16]=[C:17]([F:36])[C:18]=1[C:19]1[N:23]([CH2:24][C@H:25]2[O:30][CH2:29][CH2:28][NH:27][CH2:26]2)[C:22]2[CH:31]=[CH:32][C:33]([CH3:35])=[CH:34][C:21]=2[N:20]=1)[C:12]([NH:14][CH3:15])=[O:13].Cl[C:38]([O:40][CH3:41])=[O:39].C(N(CC)C(C)C)(C)C. Product: [F:36][C:17]1[CH:16]=[C:11]([C:12](=[O:13])[NH:14][CH3:15])[CH:10]=[C:9]([F:8])[C:18]=1[C:19]1[N:23]([CH2:24][C@H:25]2[O:30][CH2:29][CH2:28][N:27]([C:38]([O:40][CH3:41])=[O:39])[CH2:26]2)[C:22]2[CH:31]=[CH:32][C:33]([CH3:35])=[CH:34][C:21]=2[N:20]=1. The catalyst class is: 2. (5) Reactant: [Cl:1][C:2]1[C:3]2[C:10]([CH3:11])=[CH:9][NH:8][C:4]=2[N:5]=[CH:6][N:7]=1.[Li]CCCC.CN(C)C=[O:20]. Product: [Cl:1][C:2]1[C:3]2[C:10]([CH:11]=[O:20])=[CH:9][NH:8][C:4]=2[N:5]=[CH:6][N:7]=1. The catalyst class is: 7. (6) Reactant: [O:1]1[C:5]2[CH:6]=[CH:7][C:8]([C:10](=[O:19])[CH2:11][C:12]3[CH:17]=[CH:16][CH:15]=[C:14]([CH3:18])[N:13]=3)=[CH:9][C:4]=2[O:3][CH2:2]1.Br.C(=O)(O)[O-:22].[Na+]. Product: [O:1]1[C:5]2[CH:6]=[CH:7][C:8]([C:10](=[O:19])[C:11]([C:12]3[CH:17]=[CH:16][CH:15]=[C:14]([CH3:18])[N:13]=3)=[O:22])=[CH:9][C:4]=2[O:3][CH2:2]1. The catalyst class is: 58. (7) Reactant: [Si:1]([O:8][C:9]1[CH:14]=[CH:13][C:12]([CH2:15][CH2:16][C:17](=O)[CH3:18])=[CH:11][CH:10]=1)([C:4]([CH3:7])([CH3:6])[CH3:5])([CH3:3])[CH3:2].[Br-].[C:21]1([CH3:47])[CH:26]=[CH:25][CH:24]=[C:23](C[P+](C2C=CC=CC=2)(C2C=CC=CC=2)C2C=CC=CC=2)[CH:22]=1.C[C:49](O)=[O:50]. The catalyst class is: 1. Product: [C:4]([Si:1]([O:8][C:9]1[CH:14]=[CH:13][C:12]([CH2:15][CH2:16][C:17]([CH3:18])=[CH:47][C:21]2[CH:26]=[CH:25][C:24]([O:50][CH3:49])=[CH:23][CH:22]=2)=[CH:11][CH:10]=1)([CH3:3])[CH3:2])([CH3:7])([CH3:6])[CH3:5]. (8) Reactant: [BH4-].[Na+].[CH3:3][O:4][C:5]1[CH:6]=[C:7]2[C:11](=[CH:12][C:13]=1[O:14][CH3:15])[C:10](=O)[CH2:9][C:8]2([CH3:18])[CH3:17].O.C1(C)C=CC(S(O)(=O)=O)=CC=1. Product: [CH3:15][O:14][C:13]1[CH:12]=[C:11]2[C:7](=[CH:6][C:5]=1[O:4][CH3:3])[C:8]([CH3:18])([CH3:17])[CH:9]=[CH:10]2. The catalyst class is: 5. (9) Reactant: [Br:1]N1C(=O)CCC1=O.[Cl:9][C:10]1[N:11]=[CH:12][C:13]2[CH:18]=[C:17]([C:19]3[C:24]([Cl:25])=[CH:23][CH:22]=[CH:21][C:20]=3[Cl:26])[N:16]([CH2:27][C@@H:28]3[CH2:33][CH2:32][CH2:31][N:30]([C:34]([O:36][C:37]([CH3:40])([CH3:39])[CH3:38])=[O:35])[CH2:29]3)[C:14]=2[N:15]=1.[O-]S([O-])(=S)=O.[Na+].[Na+]. Product: [Br:1][C:18]1[C:13]2[CH:12]=[N:11][C:10]([Cl:9])=[N:15][C:14]=2[N:16]([CH2:27][C@@H:28]2[CH2:33][CH2:32][CH2:31][N:30]([C:34]([O:36][C:37]([CH3:40])([CH3:39])[CH3:38])=[O:35])[CH2:29]2)[C:17]=1[C:19]1[C:24]([Cl:25])=[CH:23][CH:22]=[CH:21][C:20]=1[Cl:26]. The catalyst class is: 31.